Dataset: Forward reaction prediction with 1.9M reactions from USPTO patents (1976-2016). Task: Predict the product of the given reaction. (1) Given the reactants [C:1]([C@@H:3]([NH:19][C:20]([C:22]1([NH:28]C(=O)OC(C)(C)C)[CH2:27][CH2:26][O:25][CH2:24][CH2:23]1)=[O:21])[CH2:4][C:5]1[CH:10]=[CH:9][C:8]([C:11]2[CH:16]=[CH:15][CH:14]=[C:13]([C:17]#[N:18])[CH:12]=2)=[CH:7][CH:6]=1)#[N:2].O.N, predict the reaction product. The product is: [NH2:28][C:22]1([C:20]([NH:19][C@H:3]([C:1]#[N:2])[CH2:4][C:5]2[CH:6]=[CH:7][C:8]([C:11]3[CH:16]=[CH:15][CH:14]=[C:13]([C:17]#[N:18])[CH:12]=3)=[CH:9][CH:10]=2)=[O:21])[CH2:23][CH2:24][O:25][CH2:26][CH2:27]1. (2) Given the reactants Cl([O-])=O.[Na+].[OH2:5].P([O-])(O)(O)=O.[Na+].[Cl:12][C:13]1[N:14]=[C:15]([CH2:20][CH3:21])[NH:16][C:17]=1[CH:18]=[O:19].CC(=CC)C, predict the reaction product. The product is: [Cl:12][C:13]1[N:14]=[C:15]([CH2:20][CH3:21])[NH:16][C:17]=1[C:18]([OH:5])=[O:19]. (3) Given the reactants C([O:3][C:4]([C:6]1([C:9]2[CH:14]=[CH:13][C:12]([C:15]3[CH:20]=[CH:19][C:18]([C:21]4[S:22][C:23]([F:39])=[CH:24][C:25]=4[NH:26][C:27]([O:29][C@@H:30]([C:32]4[CH:37]=[CH:36][C:35]([Cl:38])=[CH:34][CH:33]=4)[CH3:31])=[O:28])=[CH:17][CH:16]=3)=[CH:11][CH:10]=2)[CH2:8][CH2:7]1)=[O:5])C.O1CCCC1.[OH-].[Na+].Cl, predict the reaction product. The product is: [Cl:38][C:35]1[CH:36]=[CH:37][C:32]([C@H:30]([O:29][C:27]([NH:26][C:25]2[CH:24]=[C:23]([F:39])[S:22][C:21]=2[C:18]2[CH:19]=[CH:20][C:15]([C:12]3[CH:13]=[CH:14][C:9]([C:6]4([C:4]([OH:5])=[O:3])[CH2:7][CH2:8]4)=[CH:10][CH:11]=3)=[CH:16][CH:17]=2)=[O:28])[CH3:31])=[CH:33][CH:34]=1. (4) Given the reactants [CH3:1][O:2][C:3]1[CH:11]=[CH:10][C:6]([C:7]([OH:9])=O)=[CH:5][CH:4]=1.CCN=C=NCCCN(C)C.Cl.C1C=CC2N(O)N=NC=2C=1.CN1CCOCC1.[NH2:41][C:42]1[CH:43]=[C:44]([CH:47]=[CH:48][CH:49]=1)[C:45]#[N:46], predict the reaction product. The product is: [C:45]([C:44]1[CH:43]=[C:42]([NH:41][C:7](=[O:9])[C:6]2[CH:5]=[CH:4][C:3]([O:2][CH3:1])=[CH:11][CH:10]=2)[CH:49]=[CH:48][CH:47]=1)#[N:46]. (5) Given the reactants [O:1]=[C:2]1[CH:7]=[C:6]([O:8][CH2:9][C:10]2[CH:11]=[N:12][C:13]([C:16]([F:19])([F:18])[F:17])=[CH:14][CH:15]=2)[CH:5]=[CH:4][N:3]1[C:20]1[CH:25]=[CH:24][C:23]2[C:26]3[CH2:27][N:28](C(OC(C)(C)C)=O)[CH2:29][CH2:30][CH2:31][C:32]=3[O:33][C:22]=2[CH:21]=1.Cl.C([O-])(O)=O.[Na+], predict the reaction product. The product is: [CH2:27]1[C:26]2[C:23]3[CH:24]=[CH:25][C:20]([N:3]4[CH:4]=[CH:5][C:6]([O:8][CH2:9][C:10]5[CH:11]=[N:12][C:13]([C:16]([F:18])([F:19])[F:17])=[CH:14][CH:15]=5)=[CH:7][C:2]4=[O:1])=[CH:21][C:22]=3[O:33][C:32]=2[CH2:31][CH2:30][CH2:29][NH:28]1.